Dataset: Catalyst prediction with 721,799 reactions and 888 catalyst types from USPTO. Task: Predict which catalyst facilitates the given reaction. (1) Reactant: [CH3:1][S:2]([NH:5][C:6]1[CH:21]=[CH:20][C:9]2[NH:10][C:11]([CH2:16][C:17](O)=[O:18])=[N:12][S:13](=[O:15])(=[O:14])[C:8]=2[CH:7]=1)(=[O:4])=[O:3].Cl.CN(C)CCCN=C=NCC.CN1CCOCC1.C(O[C:44]([C@H:46]1[C@@H:51]([NH:52][CH2:53][C:54]2[CH:59]=[CH:58][C:57]([F:60])=[C:56]([Cl:61])[CH:55]=2)[C@H:50]2[CH2:62][C@@H:47]1[CH2:48][CH2:49]2)=[O:45])C.[O-]CC.[Na+].C(O)C. Product: [Cl:61][C:56]1[CH:55]=[C:54]([CH:59]=[CH:58][C:57]=1[F:60])[CH2:53][N:52]1[C:17](=[O:18])[C:16]([C:11]2[NH:10][C:9]3[CH:20]=[CH:21][C:6]([NH:5][S:2]([CH3:1])(=[O:4])=[O:3])=[CH:7][C:8]=3[S:13](=[O:15])(=[O:14])[N:12]=2)=[C:44]([OH:45])[C@H:46]2[C@@H:51]1[C@H:50]1[CH2:62][C@@H:47]2[CH2:48][CH2:49]1. The catalyst class is: 9. (2) Reactant: [CH3:1][O:2][C:3]1[CH:4]=[C:5]2[C:10](=[CH:11][CH:12]=1)[C:9]([OH:13])=[C:8]([C:14]1[CH:19]=[CH:18][CH:17]=[CH:16][CH:15]=1)[C:7]([CH2:20][CH2:21][CH3:22])=[CH:6]2.[H-].[Na+].F[C:26]1[CH:33]=[CH:32][C:29]([CH:30]=[O:31])=[CH:28][CH:27]=1. Product: [CH3:1][O:2][C:3]1[CH:4]=[C:5]2[C:10](=[CH:11][CH:12]=1)[C:9]([O:13][C:26]1[CH:33]=[CH:32][C:29]([CH:30]=[O:31])=[CH:28][CH:27]=1)=[C:8]([C:14]1[CH:15]=[CH:16][CH:17]=[CH:18][CH:19]=1)[C:7]([CH2:20][CH2:21][CH3:22])=[CH:6]2. The catalyst class is: 3.